From a dataset of Forward reaction prediction with 1.9M reactions from USPTO patents (1976-2016). Predict the product of the given reaction. (1) Given the reactants C([O:4][CH2:5][C:6]1[CH:11]=[CH:10][N:9]=[C:8]2[S:12][C:13]([C:15]3[CH:20]=[CH:19][CH:18]=[C:17]([C:21]([F:24])([F:23])[F:22])[CH:16]=3)=[N:14][C:7]=12)(=O)C.[OH-].[Na+], predict the reaction product. The product is: [F:23][C:21]([F:22])([F:24])[C:17]1[CH:16]=[C:15]([C:13]2[S:12][C:8]3[C:7]([N:14]=2)=[C:6]([CH2:5][OH:4])[CH:11]=[CH:10][N:9]=3)[CH:20]=[CH:19][CH:18]=1. (2) Given the reactants F[C:2]1[CH:3]=C(C=C(F)[CH:42]=1)C[C@H](C(N1[C@@H](CC2C=CC=CC=2)COC1=O)=O)[C@@H]([C@H]1C[C@@H](OCC=C)CN1C(OC(C)(C)C)=O)O.C(OC(N1C[C@H](OCCC)C[C@@H]1[C@@H](O[Si](C(C)(C)C)(C)C)[C@@H:61]([NH:71][C:72]([C:74]1[CH:75]=[C:76]([CH:80]=[C:81](C)[CH:82]=1)[C:77]([OH:79])=[O:78])=[O:73])[CH2:62][C:63]1C=C(F)C=C(F)C=1)=O)(C)(C)C.[Si](O[C@H]([C@H]1C[C@@H](OCCC)CN1C(OC(C)(C)C)=O)[C@@H](NC(=O)C1C=C(C)C=C(C(OC)=O)C=1)CC1C=C(F)C=C(F)C=1)(C(C)(C)C)(C)C.[Li+].[OH-], predict the reaction product. The product is: [CH2:42]([N:71]([CH2:61][CH2:62][CH3:63])[C:72]([C:74]1[CH:75]=[C:76]([CH:80]=[CH:81][CH:82]=1)[C:77]([OH:79])=[O:78])=[O:73])[CH2:2][CH3:3]. (3) Given the reactants [CH:1]1([C:4]2[C:5]([O:13][C@@H:14]([CH3:19])[C:15]([F:18])([F:17])[F:16])=[CH:6][C:7]([C:10]([OH:12])=O)=[N:8][CH:9]=2)[CH2:3][CH2:2]1.[C:20]([O:24][C:25](=[O:32])[CH:26]([NH2:31])[C:27]([CH3:30])([CH3:29])[CH3:28])([CH3:23])([CH3:22])[CH3:21], predict the reaction product. The product is: [CH:1]1([C:4]2[C:5]([O:13][C@@H:14]([CH3:19])[C:15]([F:18])([F:17])[F:16])=[CH:6][C:7]([C:10]([NH:31][CH:26]([C:27]([CH3:30])([CH3:29])[CH3:28])[C:25]([O:24][C:20]([CH3:22])([CH3:21])[CH3:23])=[O:32])=[O:12])=[N:8][CH:9]=2)[CH2:2][CH2:3]1. (4) Given the reactants [CH2:1]([O:8][CH2:9][C@H:10]([OH:48])[CH2:11][NH:12][CH2:13][C@@H:14]1[C@H:17]([NH:18][C:19](=[O:46])/[C:20](=[N:34]\[O:35][C:36]([CH3:45])([CH3:44])[C:37]([O:39][C:40]([CH3:43])([CH3:42])[CH3:41])=[O:38])/[C:21]2[N:22]=[C:23]([NH:26][C:27]([O:29][C:30]([CH3:33])([CH3:32])[CH3:31])=[O:28])[S:24][CH:25]=2)[C:16](=[O:47])[NH:15]1)[C:2]1[CH:7]=[CH:6][CH:5]=[CH:4][CH:3]=1.C1N=CN([C:54](N2C=NC=C2)=[O:55])C=1, predict the reaction product. The product is: [CH2:1]([O:8][CH2:9][C@@H:10]1[O:48][C:54](=[O:55])[N:12]([CH2:13][C@@H:14]2[C@H:17]([NH:18][C:19](=[O:46])/[C:20](=[N:34]\[O:35][C:36]([CH3:45])([CH3:44])[C:37]([O:39][C:40]([CH3:43])([CH3:42])[CH3:41])=[O:38])/[C:21]3[N:22]=[C:23]([NH:26][C:27]([O:29][C:30]([CH3:33])([CH3:32])[CH3:31])=[O:28])[S:24][CH:25]=3)[C:16](=[O:47])[NH:15]2)[CH2:11]1)[C:2]1[CH:3]=[CH:4][CH:5]=[CH:6][CH:7]=1. (5) Given the reactants [OH:1][C:2]1[CH:7]=[CH:6][C:5]([C:8]2[C:9]3[CH:16]=[C:15]([CH2:17][O:18][C:19]4[CH:24]=[CH:23][C:22]([CH:25]([C:30]#[C:31][CH3:32])[CH2:26][C:27]([O-:29])=[O:28])=[CH:21][CH:20]=4)[CH:14]=[CH:13][C:10]=3[S:11][CH:12]=2)=[C:4]([CH3:33])[CH:3]=1.[CH3:34][C:35]([OH:40])([CH3:39])[CH2:36][CH2:37]O.[CH:41]1C=CC(P(C2C=CC=CC=2)C2C=CC=CC=2)=C[CH:42]=1.C1CCN(C(N=NC(N2CCCCC2)=O)=O)CC1, predict the reaction product. The product is: [OH:40][C:35]([CH3:39])([CH3:34])[CH2:36][CH2:37][O:1][C:2]1[CH:7]=[CH:6][C:5]([C:8]2[C:9]3[CH:16]=[C:15]([CH2:17][O:18][C:19]4[CH:24]=[CH:23][C:22]([C@@H:25]([C:30]#[C:31][CH3:32])[CH2:26][C:27]([O:29][CH2:41][CH3:42])=[O:28])=[CH:21][CH:20]=4)[CH:14]=[CH:13][C:10]=3[S:11][CH:12]=2)=[C:4]([CH3:33])[CH:3]=1. (6) Given the reactants [CH2:1]([O:3][C:4]1[CH:9]=[CH:8][C:7]([C@@H:10]([NH:14][S@@](C(C)(C)C)=O)[CH2:11][O:12][CH3:13])=[CH:6][CH:5]=1)[CH3:2].[ClH:21].O1CCOCC1, predict the reaction product. The product is: [ClH:21].[CH2:1]([O:3][C:4]1[CH:9]=[CH:8][C:7]([C@@H:10]([NH2:14])[CH2:11][O:12][CH3:13])=[CH:6][CH:5]=1)[CH3:2]. (7) Given the reactants [CH3:1][C:2]1[C:10]2[CH2:9][O:8][C:7](=[O:11])[C:6]=2[CH:5]=[CH:4][C:3]=1[C@@H:12]1[CH2:14][O:13]1.[NH:15]1[CH2:20][CH2:19][NH:18][CH2:17][C:16]1=[O:21], predict the reaction product. The product is: [OH:13][C@H:12]([C:3]1[CH:4]=[CH:5][C:6]2[C:7](=[O:11])[O:8][CH2:9][C:10]=2[C:2]=1[CH3:1])[CH2:14][N:18]1[CH2:19][CH2:20][NH:15][C:16](=[O:21])[CH2:17]1.